This data is from Reaction yield outcomes from USPTO patents with 853,638 reactions. The task is: Predict the reaction yield, written as a fraction of the theoretical maximum amount of product (1.0 means a 100% yield; for example, 0.34 means a 34% yield). (1) The reactants are [C:1]1(/[CH:7]=[CH:8]/[CH2:9][C:10]([O:12][CH3:13])=[O:11])[CH:6]=[CH:5][CH:4]=[CH:3][CH:2]=1.CC(NC1C=CC(S([N:27]=[N+:28]=[N-])(=O)=O)=CC=1)=O.C1CCN2C(=NCCC2)CC1. The catalyst is CC#N. The product is [N+:27](=[C:9](/[CH:8]=[CH:7]/[C:1]1[CH:6]=[CH:5][CH:4]=[CH:3][CH:2]=1)[C:10]([O:12][CH3:13])=[O:11])=[N-:28]. The yield is 0.680. (2) The reactants are [C:1](Cl)(=[O:8])[C:2]1[CH:7]=[CH:6][CH:5]=[CH:4][CH:3]=1.C(N(CC)CC)C.[CH2:17]([NH2:20])[CH2:18][CH3:19]. The catalyst is C(Cl)Cl. The product is [CH2:17]([NH:20][C:1](=[O:8])[C:2]1[CH:7]=[CH:6][CH:5]=[CH:4][CH:3]=1)[CH2:18][CH3:19]. The yield is 1.00. (3) The reactants are [C:1]([O:5][C:6]([N:8]1[CH2:13][C:12]([C:14]2[CH:19]=[C:18]([CH:20]3[CH2:25][CH2:24][N:23]([C:26](=[O:28])[CH3:27])[CH2:22][CH2:21]3)[CH:17]=[CH:16][C:15]=2[NH2:29])=[CH:11][CH2:10][CH2:9]1)=[O:7])([CH3:4])([CH3:3])[CH3:2].C1CN([P+](Br)(N2CCCC2)N2CCCC2)CC1.F[P-](F)(F)(F)(F)F.[C:54]([C:56]1[N:57]=[C:58]([C:69](O)=[O:70])[N:59]([CH2:61][O:62][CH2:63][CH2:64][Si:65]([CH3:68])([CH3:67])[CH3:66])[CH:60]=1)#[N:55].[K+].C(C1N=C(C([O-])=O)N(COCC[Si](C)(C)C)C=1)#N.CCN(C(C)C)C(C)C. The catalyst is C(Cl)Cl. The product is [C:1]([O:5][C:6]([N:8]1[CH2:13][C:12]([C:14]2[CH:19]=[C:18]([CH:20]3[CH2:21][CH2:22][N:23]([C:26](=[O:28])[CH3:27])[CH2:24][CH2:25]3)[CH:17]=[CH:16][C:15]=2[NH:29][C:69]([C:58]2[N:59]([CH2:61][O:62][CH2:63][CH2:64][Si:65]([CH3:68])([CH3:67])[CH3:66])[CH:60]=[C:56]([C:54]#[N:55])[N:57]=2)=[O:70])=[CH:11][CH2:10][CH2:9]1)=[O:7])([CH3:4])([CH3:2])[CH3:3]. The yield is 0.980. (4) The reactants are [CH3:1][O:2][C:3]1[CH:11]=[C:10]([C:12]#[N:13])[CH:9]=[CH:8][C:4]=1[C:5](Cl)=[O:6].[Cl:14][C:15]1[C:20]([Cl:21])=[CH:19][C:18]([NH2:22])=[C:17]([NH2:23])[CH:16]=1.C(N(CC)CC)C. The catalyst is ClCCl. The product is [NH2:23][C:17]1[CH:16]=[C:15]([Cl:14])[C:20]([Cl:21])=[CH:19][C:18]=1[NH:22][C:5](=[O:6])[C:4]1[CH:8]=[CH:9][C:10]([C:12]#[N:13])=[CH:11][C:3]=1[O:2][CH3:1]. The yield is 0.430.